Task: Regression. Given two drug SMILES strings and cell line genomic features, predict the synergy score measuring deviation from expected non-interaction effect.. Dataset: NCI-60 drug combinations with 297,098 pairs across 59 cell lines (1) Drug 1: CS(=O)(=O)CCNCC1=CC=C(O1)C2=CC3=C(C=C2)N=CN=C3NC4=CC(=C(C=C4)OCC5=CC(=CC=C5)F)Cl. Drug 2: CS(=O)(=O)OCCCCOS(=O)(=O)C. Cell line: HL-60(TB). Synergy scores: CSS=23.4, Synergy_ZIP=-2.37, Synergy_Bliss=-1.81, Synergy_Loewe=7.13, Synergy_HSA=0.889. (2) Cell line: LOX IMVI. Synergy scores: CSS=44.2, Synergy_ZIP=-4.50, Synergy_Bliss=-8.20, Synergy_Loewe=-5.87, Synergy_HSA=-4.66. Drug 1: C(CC(=O)O)C(=O)CN.Cl. Drug 2: CC1C(C(CC(O1)OC2CC(CC3=C2C(=C4C(=C3O)C(=O)C5=C(C4=O)C(=CC=C5)OC)O)(C(=O)CO)O)N)O.Cl. (3) Drug 1: CC1CCC2CC(C(=CC=CC=CC(CC(C(=O)C(C(C(=CC(C(=O)CC(OC(=O)C3CCCCN3C(=O)C(=O)C1(O2)O)C(C)CC4CCC(C(C4)OC)OCCO)C)C)O)OC)C)C)C)OC. Drug 2: COC1=C2C(=CC3=C1OC=C3)C=CC(=O)O2. Cell line: RPMI-8226. Synergy scores: CSS=24.0, Synergy_ZIP=-0.879, Synergy_Bliss=-0.902, Synergy_Loewe=-42.5, Synergy_HSA=1.39. (4) Drug 1: CC1C(C(CC(O1)OC2CC(OC(C2O)C)OC3=CC4=CC5=C(C(=O)C(C(C5)C(C(=O)C(C(C)O)O)OC)OC6CC(C(C(O6)C)O)OC7CC(C(C(O7)C)O)OC8CC(C(C(O8)C)O)(C)O)C(=C4C(=C3C)O)O)O)O. Drug 2: CCC1(C2=C(COC1=O)C(=O)N3CC4=CC5=C(C=CC(=C5CN(C)C)O)N=C4C3=C2)O.Cl. Cell line: MDA-MB-435. Synergy scores: CSS=32.8, Synergy_ZIP=-2.73, Synergy_Bliss=-0.186, Synergy_Loewe=-3.59, Synergy_HSA=-0.955. (5) Drug 1: C1CC(=O)NC(=O)C1N2C(=O)C3=CC=CC=C3C2=O. Drug 2: CC1C(C(CC(O1)OC2CC(CC3=C2C(=C4C(=C3O)C(=O)C5=CC=CC=C5C4=O)O)(C(=O)C)O)N)O. Cell line: SF-268. Synergy scores: CSS=35.9, Synergy_ZIP=1.62, Synergy_Bliss=2.08, Synergy_Loewe=-34.8, Synergy_HSA=1.92. (6) Drug 1: COC1=C(C=C2C(=C1)N=CN=C2NC3=CC(=C(C=C3)F)Cl)OCCCN4CCOCC4. Drug 2: CC1=C2C(C(=O)C3(C(CC4C(C3C(C(C2(C)C)(CC1OC(=O)C(C(C5=CC=CC=C5)NC(=O)C6=CC=CC=C6)O)O)OC(=O)C7=CC=CC=C7)(CO4)OC(=O)C)O)C)OC(=O)C. Cell line: SNB-19. Synergy scores: CSS=47.5, Synergy_ZIP=1.52, Synergy_Bliss=5.92, Synergy_Loewe=-6.58, Synergy_HSA=9.68.